Task: Predict the product of the given reaction.. Dataset: Forward reaction prediction with 1.9M reactions from USPTO patents (1976-2016) (1) Given the reactants [F:1][C:2]1[CH:7]=[C:6](B2OC(C)(C)C(C)(C)O2)[CH:5]=[CH:4][C:3]=1[C:17]1[N:18]=[CH:19][C:20]([NH2:23])=[N:21][CH:22]=1.Br[C:25]1[CH:30]=[CH:29][CH:28]=[CH:27][C:26]=1[S:31]([N:34]1[CH2:39][CH2:38][CH:37]([CH2:40][CH2:41][OH:42])[CH2:36][CH2:35]1)(=[O:33])=[O:32], predict the reaction product. The product is: [NH2:23][C:20]1[N:21]=[CH:22][C:17]([C:3]2[CH:4]=[CH:5][C:6]([C:25]3[CH:30]=[CH:29][CH:28]=[CH:27][C:26]=3[S:31]([N:34]3[CH2:35][CH2:36][CH:37]([CH2:40][CH2:41][OH:42])[CH2:38][CH2:39]3)(=[O:32])=[O:33])=[CH:7][C:2]=2[F:1])=[N:18][CH:19]=1. (2) The product is: [F:1][C:2]1[CH:3]=[C:4]([CH:15]([CH3:20])[C:16]([O:18][CH3:19])=[O:17])[CH:5]=[CH:6][C:7]=1[C:8]1[CH:13]=[CH:12][CH:11]=[C:10]([O:14][C:28](=[O:29])[NH:27][C:21]2[CH:26]=[CH:25][CH:24]=[CH:23][CH:22]=2)[CH:9]=1. Given the reactants [F:1][C:2]1[CH:3]=[C:4]([CH:15]([CH3:20])[C:16]([O:18][CH3:19])=[O:17])[CH:5]=[CH:6][C:7]=1[C:8]1[CH:13]=[CH:12][CH:11]=[C:10]([OH:14])[CH:9]=1.[C:21]1([N:27]=[C:28]=[O:29])[CH:26]=[CH:25][CH:24]=[CH:23][CH:22]=1, predict the reaction product. (3) The product is: [NH:48]1[CH2:43][CH:44]([NH:49][C:26](=[O:28])[C:25]2[CH:29]=[C:30]([O:31][CH3:32])[C:22]([NH:21][C:19]3[N:18]=[CH:17][C:8]4[N:9]([CH3:16])[C:10](=[O:15])[C:11]([F:14])([F:13])[CH2:12][N:6]([CH:1]5[CH2:2][CH2:3][CH2:4][CH2:5]5)[C:7]=4[N:20]=3)=[CH:23][C:24]=2[F:33])[CH2:47]1. Given the reactants [CH:1]1([N:6]2[CH2:12][C:11]([F:14])([F:13])[C:10](=[O:15])[N:9]([CH3:16])[C:8]3[CH:17]=[N:18][C:19]([NH:21][C:22]4[C:30]([O:31][CH3:32])=[CH:29][C:25]([C:26]([OH:28])=O)=[C:24]([F:33])[CH:23]=4)=[N:20][C:7]2=3)[CH2:5][CH2:4][CH2:3][CH2:2]1.CN(C(ON1N=[N:49][C:44]2C=C[CH:47]=[N:48][C:43]1=2)=[N+](C)C)C.F[P-](F)(F)(F)(F)F.NC1CN(C(OC(C)(C)C)=O)C1, predict the reaction product.